Dataset: Catalyst prediction with 721,799 reactions and 888 catalyst types from USPTO. Task: Predict which catalyst facilitates the given reaction. (1) Reactant: [OH-:1].[Na+].OO.O.[F:6][C:7]1[CH:12]=[C:11]([F:13])[CH:10]=[CH:9][C:8]=1[C@:14]1([CH2:33][I:34])[O:18][CH2:17][C@@H:16]([C:19](N2[C@H](C3C=CC=CC=3)COC2=O)=[O:20])[CH2:15]1. Product: [F:6][C:7]1[CH:12]=[C:11]([F:13])[CH:10]=[CH:9][C:8]=1[C@:14]1([CH2:33][I:34])[O:18][CH2:17][C@@H:16]([C:19]([OH:20])=[O:1])[CH2:15]1. The catalyst class is: 7. (2) Reactant: C([O:8][C:9](=[O:47])[CH2:10][N:11]1[C:17]2[CH:18]=[CH:19][CH:20]=[CH:21][C:16]=2[N:15]([C:22]2[CH:27]=[CH:26][CH:25]=[CH:24][CH:23]=2)[C:14](=[O:28])[CH:13]([CH2:29][C:30]2[C:38]3[C:33](=[CH:34][CH:35]=[CH:36][CH:37]=3)[N:32]([C:39]([O:41][C:42]([CH3:45])([CH3:44])[CH3:43])=[O:40])[N:31]=2)[C:12]1=[O:46])C1C=CC=CC=1. Product: [C:42]([O:41][C:39]([N:32]1[C:33]2[C:38](=[CH:37][CH:36]=[CH:35][CH:34]=2)[C:30]([CH2:29][CH:13]2[C:12](=[O:46])[N:11]([CH2:10][C:9]([OH:47])=[O:8])[C:17]3[CH:18]=[CH:19][CH:20]=[CH:21][C:16]=3[N:15]([C:22]3[CH:23]=[CH:24][CH:25]=[CH:26][CH:27]=3)[C:14]2=[O:28])=[N:31]1)=[O:40])([CH3:45])([CH3:43])[CH3:44]. The catalyst class is: 78. (3) Reactant: [C:1]([C:5]1[CH:6]=[C:7]([CH:9]=[CH:10][CH:11]=1)[NH2:8])([CH3:4])([CH3:3])[CH3:2].C(=O)([O-])[O-].[K+].[K+].Cl[C:19]([O:21][C:22]1[CH:27]=[CH:26][CH:25]=[CH:24][CH:23]=1)=[O:20].CN(C1C=CC=CN=1)C. Product: [C:1]([C:5]1[CH:6]=[C:7]([NH:8][C:19](=[O:20])[O:21][C:22]2[CH:27]=[CH:26][CH:25]=[CH:24][CH:23]=2)[CH:9]=[CH:10][CH:11]=1)([CH3:4])([CH3:2])[CH3:3]. The catalyst class is: 674. (4) Reactant: [Br:1][C:2]1[NH:3][C:4]([Br:8])=[C:5]([Br:7])[N:6]=1.C([O-])([O-])=O.[K+].[K+].[CH3:15][Si:16]([CH2:19][CH2:20][O:21][CH2:22]Cl)([CH3:18])[CH3:17].C(Cl)Cl. Product: [Br:1][C:2]1[N:3]([CH2:22][O:21][CH2:20][CH2:19][Si:16]([CH3:18])([CH3:17])[CH3:15])[C:4]([Br:8])=[C:5]([Br:7])[N:6]=1. The catalyst class is: 3. (5) Reactant: I[C:2]1[C:15]2[CH2:14][C:13]3[C:8](=[CH:9][CH:10]=[CH:11][CH:12]=3)[NH:7][C:6]=2[C:5]([C:16]([O:18][CH3:19])=[O:17])=[CH:4][CH:3]=1.[I:20]C1C=CC=C2C=1NC1C(C(OC)=O)=CC=CC=1C2=O.[K+].[Br-].IC1C=C(C(OC)=O)C(N)=CC=1.IC1C2C(=O)C3C(=CC=CC=3)NC=2C(C(OC)=O)=CC=1.IC1C=C2C(NC3C(C(O)=O)=CC=CC=3C2=O)=CC=1.IC1C=CC2C(=O)C3C(NC=2C=1C(OC)=O)=CC=CC=3.NC1C=CC=C2C=1C=C(C(OC)=O)N=C2.IC1C=CC=C2C=1C=C(C(OC)=O)N=C2.Cl.Cl.C(N(CC)CCNC(C1C=NC2C(=CC=C(I)C=2)N=1)=O)C. Product: [I:20][C:9]1[CH:10]=[CH:11][CH:12]=[C:13]2[C:8]=1[NH:7][C:6]1[C:5]([C:16]([O:18][CH3:19])=[O:17])=[CH:4][CH:3]=[CH:2][C:15]=1[CH2:14]2. The catalyst class is: 4. (6) Reactant: [CH3:1][C:2]([CH3:32])([CH3:31])[C@@H:3]([N:7]1[C:16](=[O:17])[C:15]2=[CH:18][N:19](S(C3C=CC(C)=CC=3)(=O)=O)[C:13]3[C:14]2=[C:9]([C:10]([CH3:30])=[CH:11][N:12]=3)[CH2:8]1)[C:4]([OH:6])=[O:5].CO.[OH-].[Na+]. Product: [CH3:1][C:2]([CH3:32])([CH3:31])[C@@H:3]([N:7]1[C:16](=[O:17])[C:15]2=[CH:18][NH:19][C:13]3[C:14]2=[C:9]([C:10]([CH3:30])=[CH:11][N:12]=3)[CH2:8]1)[C:4]([OH:6])=[O:5]. The catalyst class is: 1. (7) The catalyst class is: 30. Product: [CH3:8][S:7][CH2:6][CH2:5][C@H:4]([N:9]1[CH2:17][C:16]2[C:11](=[CH:12][CH:13]=[CH:14][C:15]=2[C:18]([F:20])([F:21])[F:19])[C:10]1=[O:22])[C:3]([OH:23])=[O:2]. Reactant: C[O:2][C:3](=[O:23])[C@@H:4]([N:9]1[CH2:17][C:16]2[C:11](=[CH:12][CH:13]=[CH:14][C:15]=2[C:18]([F:21])([F:20])[F:19])[C:10]1=[O:22])[CH2:5][CH2:6][S:7][CH3:8].O.[OH-].[Li+]. (8) Reactant: [Br:1][C:2]1[CH:3]=[C:4]([C:8]2[CH:24]=[C:11]3[N:12]=[C:13]([CH3:23])[C:14]([C:17](=[O:22])[C:18]([O:20][CH3:21])=[O:19])=[C:15]([Cl:16])[N:10]3[N:9]=2)[CH:5]=[CH:6][CH:7]=1.CB1N2CCC[C@@H]2C(C2C=CC=CC=2)(C2C=CC=CC=2)O1.C1(C)C=CC=CC=1.C([O-])([O-])=O.[Na+].[Na+]. Product: [Br:1][C:2]1[CH:3]=[C:4]([C:8]2[CH:24]=[C:11]3[N:12]=[C:13]([CH3:23])[C:14]([C@H:17]([OH:22])[C:18]([O:20][CH3:21])=[O:19])=[C:15]([Cl:16])[N:10]3[N:9]=2)[CH:5]=[CH:6][CH:7]=1. The catalyst class is: 260.